From a dataset of CYP2D6 inhibition data for predicting drug metabolism from PubChem BioAssay. Regression/Classification. Given a drug SMILES string, predict its absorption, distribution, metabolism, or excretion properties. Task type varies by dataset: regression for continuous measurements (e.g., permeability, clearance, half-life) or binary classification for categorical outcomes (e.g., BBB penetration, CYP inhibition). Dataset: cyp2d6_veith. (1) The compound is COc1ccc(OC)c(NC(=O)c2c3c(nc4ccccc24)CCC3)c1. The result is 0 (non-inhibitor). (2) The molecule is CN(C)c1ccc(-c2nc(N(C)C)c3ccccc3n2)cc1. The result is 1 (inhibitor).